This data is from Catalyst prediction with 721,799 reactions and 888 catalyst types from USPTO. The task is: Predict which catalyst facilitates the given reaction. Reactant: [C:1]([O:5][C:6]([NH:8][C@@H:9]1[C@H:14]([NH:15][C:16]2[N:21]=[C:20](Cl)[C:19]3[C:23](=[O:33])[N:24]([C:26]([O:28][C:29]([CH3:32])([CH3:31])[CH3:30])=[O:27])[CH2:25][C:18]=3[C:17]=2[F:34])[CH2:13][CH2:12][O:11][CH2:10]1)=[O:7])([CH3:4])([CH3:3])[CH3:2].[F:35][CH:36]([F:55])[C:37]1[CH:41]=[C:40]([Sn](CCCC)(CCCC)CCCC)[S:39][N:38]=1.O. Product: [C:1]([O:5][C:6]([NH:8][C@@H:9]1[C@H:14]([NH:15][C:16]2[N:21]=[C:20]([C:40]3[S:39][N:38]=[C:37]([CH:36]([F:55])[F:35])[CH:41]=3)[C:19]3[C:23](=[O:33])[N:24]([C:26]([O:28][C:29]([CH3:32])([CH3:31])[CH3:30])=[O:27])[CH2:25][C:18]=3[C:17]=2[F:34])[CH2:13][CH2:12][O:11][CH2:10]1)=[O:7])([CH3:4])([CH3:3])[CH3:2]. The catalyst class is: 11.